From a dataset of NCI-60 drug combinations with 297,098 pairs across 59 cell lines. Regression. Given two drug SMILES strings and cell line genomic features, predict the synergy score measuring deviation from expected non-interaction effect. (1) Drug 1: CN(C)N=NC1=C(NC=N1)C(=O)N. Drug 2: CC1CCCC2(C(O2)CC(NC(=O)CC(C(C(=O)C(C1O)C)(C)C)O)C(=CC3=CSC(=N3)C)C)C. Cell line: LOX IMVI. Synergy scores: CSS=35.6, Synergy_ZIP=-5.42, Synergy_Bliss=-3.34, Synergy_Loewe=-2.05, Synergy_HSA=-2.05. (2) Drug 1: CC12CCC3C(C1CCC2OP(=O)(O)O)CCC4=C3C=CC(=C4)OC(=O)N(CCCl)CCCl.[Na+]. Drug 2: CC1C(C(CC(O1)OC2CC(CC3=C2C(=C4C(=C3O)C(=O)C5=CC=CC=C5C4=O)O)(C(=O)C)O)N)O. Cell line: SK-OV-3. Synergy scores: CSS=52.8, Synergy_ZIP=13.8, Synergy_Bliss=14.1, Synergy_Loewe=-18.0, Synergy_HSA=13.3.